Dataset: Reaction yield outcomes from USPTO patents with 853,638 reactions. Task: Predict the reaction yield, written as a fraction of the theoretical maximum amount of product (1.0 means a 100% yield; for example, 0.34 means a 34% yield). (1) The reactants are [F:1][C:2]1[CH:3]=[CH:4][C:5]([OH:28])=[C:6]([CH:27]=1)[C:7]([NH:9][C:10]1[C:11]([C:23]([O:25]C)=[O:24])=[C:12]([C:15]2[CH:20]=[CH:19][C:18]([CH3:21])=[CH:17][C:16]=2[F:22])[S:13][CH:14]=1)=[O:8].[OH-].[Li+]. The catalyst is O1CCCC1.CO.O. The product is [F:1][C:2]1[CH:3]=[CH:4][C:5]([OH:28])=[C:6]([CH:27]=1)[C:7]([NH:9][C:10]1[C:11]([C:23]([OH:25])=[O:24])=[C:12]([C:15]2[CH:20]=[CH:19][C:18]([CH3:21])=[CH:17][C:16]=2[F:22])[S:13][CH:14]=1)=[O:8]. The yield is 0.650. (2) The reactants are [Cl:1][C:2]1[CH:7]=[CH:6][C:5]([S:8]([NH:11][C@@H:12]2[CH2:17][CH2:16][CH2:15][CH2:14][C@@H:13]2[C:18]([NH2:20])=[O:19])(=[O:10])=[O:9])=[CH:4][CH:3]=1.Br[CH2:22][C:23]1[CH:28]=[CH:27][C:26]([C:29]([CH3:32])([CH3:31])[CH3:30])=[CH:25][CH:24]=1. No catalyst specified. The product is [C:29]([C:26]1[CH:25]=[CH:24][C:23]([CH2:22][N:11]([S:8]([C:5]2[CH:6]=[CH:7][C:2]([Cl:1])=[CH:3][CH:4]=2)(=[O:9])=[O:10])[C@@H:12]2[CH2:17][CH2:16][CH2:15][CH2:14][C@@H:13]2[C:18]([NH2:20])=[O:19])=[CH:28][CH:27]=1)([CH3:32])([CH3:30])[CH3:31]. The yield is 0.690. (3) The reactants are [CH:1]1([C:5]2[NH:13][C:12]3[C:11](=[O:14])[NH:10]/[C:9](=[N:15]\[NH2:16])/[N:8]([CH2:17][CH2:18][CH2:19][CH2:20][CH3:21])[C:7]=3[N:6]=2)[CH2:4][CH2:3][CH2:2]1.[C:22](OCC)(OCC)(OCC)[CH3:23]. No catalyst specified. The product is [CH:1]1([C:5]2[NH:13][C:12]3[C:11](=[O:14])[N:10]4[C:22]([CH3:23])=[N:16][N:15]=[C:9]4[N:8]([CH2:17][CH2:18][CH2:19][CH2:20][CH3:21])[C:7]=3[N:6]=2)[CH2:2][CH2:3][CH2:4]1. The yield is 0.0920.